This data is from Peptide-MHC class I binding affinity with 185,985 pairs from IEDB/IMGT. The task is: Regression. Given a peptide amino acid sequence and an MHC pseudo amino acid sequence, predict their binding affinity value. This is MHC class I binding data. (1) The peptide sequence is KAALDLSHFL. The MHC is HLA-B44:03 with pseudo-sequence HLA-B44:03. The binding affinity (normalized) is 0. (2) The peptide sequence is VELQIGWTV. The MHC is HLA-A26:01 with pseudo-sequence HLA-A26:01. The binding affinity (normalized) is 0.0847.